This data is from Full USPTO retrosynthesis dataset with 1.9M reactions from patents (1976-2016). The task is: Predict the reactants needed to synthesize the given product. (1) Given the product [CH2:1]([O:3][C:4](=[O:26])[CH2:5][N:6]1[C:14]2[CH2:13][CH2:12][CH2:11][CH:10]([NH:15][S:16]([C:19]3[CH:24]=[CH:23][CH:22]=[C:21]([NH:25][S:28]([CH3:27])(=[O:30])=[O:29])[CH:20]=3)(=[O:18])=[O:17])[C:9]=2[CH:8]=[N:7]1)[CH3:2], predict the reactants needed to synthesize it. The reactants are: [CH2:1]([O:3][C:4](=[O:26])[CH2:5][N:6]1[C:14]2[CH2:13][CH2:12][CH2:11][CH:10]([NH:15][S:16]([C:19]3[CH:24]=[CH:23][CH:22]=[C:21]([NH2:25])[CH:20]=3)(=[O:18])=[O:17])[C:9]=2[CH:8]=[N:7]1)[CH3:2].[CH3:27][S:28](Cl)(=[O:30])=[O:29]. (2) Given the product [CH2:1]([O:3][C:4](=[O:22])[CH2:5][CH2:6][C@@H:7]1[CH2:12][CH2:11][C:10]([F:14])([F:13])[CH2:9][N:8]1[C:15]([O:17][C:18]([CH3:21])([CH3:20])[CH3:19])=[O:16])[CH3:2], predict the reactants needed to synthesize it. The reactants are: [CH2:1]([O:3][C:4](=[O:22])[CH:5]=[CH:6][C@@H:7]1[CH2:12][CH2:11][C:10]([F:14])([F:13])[CH2:9][N:8]1[C:15]([O:17][C:18]([CH3:21])([CH3:20])[CH3:19])=[O:16])[CH3:2]. (3) Given the product [CH:21]1([C:24]([NH:32][C:12]([C:9]2[CH:8]=[C:7]([O:15][CH2:16][C:17]([F:20])([F:19])[F:18])[C:6]([C:2]3([F:1])[CH2:3][O:4][CH2:5]3)=[CH:11][N:10]=2)=[O:14])([C:26]2[N:30]=[C:29]([CH3:31])[O:28][N:27]=2)[CH3:25])[CH2:23][CH2:22]1, predict the reactants needed to synthesize it. The reactants are: [F:1][C:2]1([C:6]2[C:7]([O:15][CH2:16][C:17]([F:20])([F:19])[F:18])=[CH:8][C:9]([C:12]([OH:14])=O)=[N:10][CH:11]=2)[CH2:5][O:4][CH2:3]1.[CH:21]1([C:24]([NH2:32])([C:26]2[N:30]=[C:29]([CH3:31])[O:28][N:27]=2)[CH3:25])[CH2:23][CH2:22]1. (4) Given the product [CH3:17][O:16][C:12]1[CH:11]=[C:10]([CH:15]=[CH:14][CH:13]=1)[CH2:9][NH:8][C:6](=[O:7])[C:5]1[CH:18]=[CH:19][C:2]([C:22]2[CH:23]=[C:24]([C:25](=[O:26])[NH:27][C:28]3[S:29][CH:30]=[CH:31][N:32]=3)[CH:33]=[CH:34][C:21]=2[CH3:20])=[N:3][CH:4]=1, predict the reactants needed to synthesize it. The reactants are: Cl[C:2]1[CH:19]=[CH:18][C:5]([C:6]([NH:8][CH2:9][C:10]2[CH:15]=[CH:14][CH:13]=[C:12]([O:16][CH3:17])[CH:11]=2)=[O:7])=[CH:4][N:3]=1.[CH3:20][C:21]1[CH:34]=[CH:33][C:24]([C:25]([NH:27][C:28]2[S:29][CH:30]=[CH:31][N:32]=2)=[O:26])=[CH:23][C:22]=1B1OC(C)(C)C(C)(C)O1. (5) Given the product [CH3:32][O:31][C:30]1[C:15]2[C:14]([N:11]3[CH2:12][CH2:13][NH:8][CH2:9][CH2:10]3)=[N:19][C:18]([C:20]3[CH:25]=[CH:24][N:23]=[C:22]([NH:45][C:42]4[CH:43]=[N:44][C:39]([N:33]5[CH2:34][CH2:35][O:36][CH2:37][CH2:38]5)=[CH:40][CH:41]=4)[CH:21]=3)=[N:17][C:16]=2[CH:27]=[N:28][CH:29]=1, predict the reactants needed to synthesize it. The reactants are: C(OC([N:8]1[CH2:13][CH2:12][N:11]([C:14]2[C:15]3[C:30]([O:31][CH3:32])=[CH:29][N:28]=[CH:27][C:16]=3[N:17]=[C:18]([C:20]3[CH:25]=[CH:24][N:23]=[C:22](Cl)[CH:21]=3)[N:19]=2)[CH2:10][CH2:9]1)=O)(C)(C)C.[N:33]1([C:39]2[N:44]=[CH:43][C:42]([NH2:45])=[CH:41][CH:40]=2)[CH2:38][CH2:37][O:36][CH2:35][CH2:34]1. (6) Given the product [C:1]([O:5][C:6]([N:8]1[CH2:11][CH:10]([CH:12]([NH:14][C:44]([C:43]2[C:37]3[C:38](=[N:39][CH:40]=[C:35]([C:29]4[C:28]5[C:32](=[CH:33][C:25]([Cl:24])=[CH:26][CH:27]=5)[N:31]([CH3:34])[N:30]=4)[N:36]=3)[N:41]([CH2:47][O:48][CH2:49][CH2:50][Si:51]([CH3:54])([CH3:53])[CH3:52])[CH:42]=2)=[O:45])[CH3:13])[CH2:9]1)=[O:7])([CH3:4])([CH3:3])[CH3:2], predict the reactants needed to synthesize it. The reactants are: [C:1]([O:5][C:6]([N:8]1[CH2:11][CH:10]([CH:12]([NH2:14])[CH3:13])[CH2:9]1)=[O:7])([CH3:4])([CH3:3])[CH3:2].C(N(CC)C(C)C)(C)C.[Cl:24][C:25]1[CH:33]=[C:32]2[C:28]([C:29]([C:35]3[N:36]=[C:37]4[C:43]([C:44](O)=[O:45])=[CH:42][N:41]([CH2:47][O:48][CH2:49][CH2:50][Si:51]([CH3:54])([CH3:53])[CH3:52])[C:38]4=[N:39][CH:40]=3)=[N:30][N:31]2[CH3:34])=[CH:27][CH:26]=1.CN(C(ON1N=NC2C=CC=NC1=2)=[N+](C)C)C.F[P-](F)(F)(F)(F)F. (7) Given the product [C:23]([Si:27]([CH3:29])([CH3:28])[O:14][C:12]1[CH:13]=[C:8]([C:7]([CH3:17])([CH3:16])[O:6][SiH2:5][C:1]([CH3:4])([CH3:2])[CH3:3])[CH:9]=[CH:10][C:11]=1[F:15])([CH3:26])([CH3:25])[CH3:24], predict the reactants needed to synthesize it. The reactants are: [C:1]([SiH2:5][O:6][C:7]([CH3:17])([CH3:16])[C:8]1[CH:9]=[CH:10][C:11]([F:15])=[C:12]([OH:14])[CH:13]=1)([CH3:4])([CH3:3])[CH3:2].N1C=CN=C1.[C:23]([Si:27](Cl)([CH3:29])[CH3:28])([CH3:26])([CH3:25])[CH3:24].